From a dataset of Forward reaction prediction with 1.9M reactions from USPTO patents (1976-2016). Predict the product of the given reaction. (1) Given the reactants [CH3:1][O:2][C:3]1[CH:27]=[CH:26][C:6]([CH2:7][O:8][C:9]2[CH:10]=[CH:11][C:12]([NH:15][S:16]([C:19]3[CH:24]=[CH:23][C:22]([CH3:25])=[CH:21][CH:20]=3)(=[O:18])=[O:17])=[N:13][CH:14]=2)=[CH:5][CH:4]=1.C(N(CC)C(C)C)(C)C.I[CH2:38][C:39]([NH2:41])=[O:40].C(OCC)(=O)C, predict the reaction product. The product is: [CH3:1][O:2][C:3]1[CH:4]=[CH:5][C:6]([CH2:7][O:8][C:9]2[CH:10]=[CH:11][C:12](=[N:15][S:16]([C:19]3[CH:24]=[CH:23][C:22]([CH3:25])=[CH:21][CH:20]=3)(=[O:18])=[O:17])[N:13]([CH2:38][C:39]([NH2:41])=[O:40])[CH:14]=2)=[CH:26][CH:27]=1. (2) Given the reactants [Cr](O[Cr]([O-])(=O)=O)([O-])(=O)=O.[NH+]1C=CC=CC=1.[NH+]1C=CC=CC=1.[OH:22][C:23]([CH3:57])([CH3:56])[CH2:24][CH2:25][CH2:26][C@H:27]([C@@H:45]1[C@:53]2([CH3:54])[C@H:48]([C@@H:49]([OH:55])[CH2:50][CH2:51][CH2:52]2)[CH2:47][CH2:46]1)[CH2:28][CH2:29][C@@H:30]1[C:34]([CH3:36])([CH3:35])[O:33][CH:32]([C:37]2[CH:42]=[CH:41][C:40]([O:43][CH3:44])=[CH:39][CH:38]=2)[O:31]1.CO.C(Cl)(Cl)Cl, predict the reaction product. The product is: [OH:22][C:23]([CH3:57])([CH3:56])[CH2:24][CH2:25][CH2:26][C@H:27]([C@@H:45]1[C@:53]2([CH3:54])[C@H:48]([C:49](=[O:55])[CH2:50][CH2:51][CH2:52]2)[CH2:47][CH2:46]1)[CH2:28][CH2:29][C@@H:30]1[C:34]([CH3:36])([CH3:35])[O:33][CH:32]([C:37]2[CH:38]=[CH:39][C:40]([O:43][CH3:44])=[CH:41][CH:42]=2)[O:31]1. (3) Given the reactants [C:1](=[O:4])([O-])[O-:2].[K+].[K+].O[C@H:8]([CH2:19][NH:20][C:21]1[CH:26]=[CH:25][C:24]([N:27]2[CH2:32][CH2:31][O:30][CH2:29][C:28]2=[O:33])=[CH:23][CH:22]=1)[CH2:9][NH:10][C:11]([C:13]1[S:14][C:15]([Cl:18])=[CH:16][CH:17]=1)=[O:12].ClCCl, predict the reaction product. The product is: [Cl:18][C:15]1[S:14][C:13]([C:11]([NH:10][CH2:9][C@@H:8]2[O:2][C:1](=[O:4])[N:20]([C:21]3[CH:22]=[CH:23][C:24]([N:27]4[CH2:32][CH2:31][O:30][CH2:29][C:28]4=[O:33])=[CH:25][CH:26]=3)[CH2:19]2)=[O:12])=[CH:17][CH:16]=1.